Dataset: Forward reaction prediction with 1.9M reactions from USPTO patents (1976-2016). Task: Predict the product of the given reaction. Given the reactants CS(O[CH2:6][C:7]1[C:12]([C:13]([F:16])([F:15])[F:14])=[CH:11][C:10]([C:17](=[O:32])[NH:18][CH2:19][C:20]2[CH:25]=[C:24]([Cl:26])[CH:23]=[CH:22][C:21]=2[S:27]([CH2:30][CH3:31])(=[O:29])=[O:28])=[CH:9][C:8]=1[Cl:33])(=O)=O.[CH3:34][N:35]([CH2:43][C@H:44]1[CH2:49][CH2:48][CH2:47][CH2:46][NH:45]1)C(=O)OC(C)(C)C, predict the reaction product. The product is: [Cl:33][C:8]1[CH:9]=[C:10]([CH:11]=[C:12]([C:13]([F:16])([F:15])[F:14])[C:7]=1[CH2:6][N:45]1[CH2:46][CH2:47][CH2:48][CH2:49][C@@H:44]1[CH2:43][NH:35][CH3:34])[C:17]([NH:18][CH2:19][C:20]1[CH:25]=[C:24]([Cl:26])[CH:23]=[CH:22][C:21]=1[S:27]([CH2:30][CH3:31])(=[O:28])=[O:29])=[O:32].